Task: Predict the reaction yield, written as a fraction of the theoretical maximum amount of product (1.0 means a 100% yield; for example, 0.34 means a 34% yield).. Dataset: Reaction yield outcomes from USPTO patents with 853,638 reactions The reactants are [CH2:1]([N:3]1[C:9](=[O:10])[C:8]([CH3:12])([CH3:11])[C:7](=[O:13])[N:6]([CH3:14])[C:5]2[CH:15]=[C:16]([C:19]#N)[CH:17]=[CH:18][C:4]1=2)[CH3:2].C(O)=[O:22]. The catalyst is [Ni]. The product is [CH2:1]([N:3]1[C:9](=[O:10])[C:8]([CH3:11])([CH3:12])[C:7](=[O:13])[N:6]([CH3:14])[C:5]2[CH:15]=[C:16]([CH:19]=[O:22])[CH:17]=[CH:18][C:4]1=2)[CH3:2]. The yield is 0.920.